Task: Predict the product of the given reaction.. Dataset: Forward reaction prediction with 1.9M reactions from USPTO patents (1976-2016) Given the reactants C([O:3][C:4]([C:6]1[CH:10]=[C:9]([C:11]([CH3:14])([CH3:13])[CH3:12])[NH:8][N:7]=1)=[O:5])C.[OH-].[Na+].Cl, predict the reaction product. The product is: [C:11]([C:9]1[NH:8][N:7]=[C:6]([C:4]([OH:5])=[O:3])[CH:10]=1)([CH3:14])([CH3:12])[CH3:13].